From a dataset of Catalyst prediction with 721,799 reactions and 888 catalyst types from USPTO. Predict which catalyst facilitates the given reaction. (1) Reactant: [C:1]([C:3]1[CH:8]=[CH:7][C:6]([CH:9]2[CH2:14][CH2:13][N:12](C(OC(C)(C)C)=O)[CH:11]([CH3:22])[CH2:10]2)=[CH:5][CH:4]=1)#[N:2].C(O)(C(F)(F)F)=O. Product: [CH3:22][CH:11]1[CH2:10][CH:9]([C:6]2[CH:5]=[CH:4][C:3]([C:1]#[N:2])=[CH:8][CH:7]=2)[CH2:14][CH2:13][NH:12]1. The catalyst class is: 4. (2) Product: [F:12][C:13]([F:18])([F:17])[CH:14]([OH:15])[CH2:16][N:8]1[CH2:9][CH2:10][CH2:11][CH:6]([CH2:5][CH2:4][CH2:3][O:2][CH3:1])[CH2:7]1. Reactant: [CH3:1][O:2][CH2:3][CH2:4][CH2:5][CH:6]1[CH2:11][CH2:10][CH2:9][NH:8][CH2:7]1.[F:12][C:13]([F:18])([F:17])[CH:14]1[CH2:16][O:15]1. The catalyst class is: 7. (3) Reactant: [NH2:1][C:2]1[C:12](I)=[CH:11][C:10]([Br:14])=[C:4]2[C:5]([NH:7][C:8](=[O:9])[C:3]=12)=[O:6].C([Sn](CCCC)(CCCC)[C:20]1[O:21][CH:22]=[CH:23][CH:24]=1)CCC. Product: [NH2:1][C:2]1[C:12]([C:20]2[O:21][CH:22]=[CH:23][CH:24]=2)=[CH:11][C:10]([Br:14])=[C:4]2[C:5]([NH:7][C:8](=[O:9])[C:3]=12)=[O:6]. The catalyst class is: 516. (4) Reactant: [CH3:1][O:2][C:3]1[CH:25]=[CH:24][CH:23]=[CH:22][C:4]=1[CH2:5][N:6]1[C:10]([CH2:11][CH2:12][C:13](OCC)=[O:14])=[CH:9][C:8]([O:18][CH2:19][CH2:20][CH3:21])=[N:7]1.[H-].C([Al+]CC(C)C)C(C)C.[Cl-].[NH4+]. Product: [CH3:1][O:2][C:3]1[CH:25]=[CH:24][CH:23]=[CH:22][C:4]=1[CH2:5][N:6]1[C:10]([CH2:11][CH2:12][CH2:13][OH:14])=[CH:9][C:8]([O:18][CH2:19][CH2:20][CH3:21])=[N:7]1. The catalyst class is: 207. (5) Reactant: F[C:2]1[N:7]=[C:6]([N:8]2[C:17]3[C:12](=[CH:13][N:14]=[C:15]([C:18]4[CH:23]=[CH:22][CH:21]=[CH:20][CH:19]=4)[CH:16]=3)[CH2:11][CH2:10][CH2:9]2)[CH:5]=[CH:4][N:3]=1.[NH2:24][C@H:25]([CH2:30][C:31]1[CH:36]=[CH:35][CH:34]=[CH:33][CH:32]=1)[CH2:26][C:27]([OH:29])=[O:28]. Product: [C:31]1([CH2:30][C@@H:25]([NH:24][C:2]2[N:7]=[C:6]([N:8]3[C:17]4[C:12](=[CH:13][N:14]=[C:15]([C:18]5[CH:23]=[CH:22][CH:21]=[CH:20][CH:19]=5)[CH:16]=4)[CH2:11][CH2:10][CH2:9]3)[CH:5]=[CH:4][N:3]=2)[CH2:26][C:27]([OH:29])=[O:28])[CH:36]=[CH:35][CH:34]=[CH:33][CH:32]=1. The catalyst class is: 12.